The task is: Predict the reaction yield, written as a fraction of the theoretical maximum amount of product (1.0 means a 100% yield; for example, 0.34 means a 34% yield).. This data is from Reaction yield outcomes from USPTO patents with 853,638 reactions. (1) The catalyst is C1C=CC([P]([Pd]([P](C2C=CC=CC=2)(C2C=CC=CC=2)C2C=CC=CC=2)([P](C2C=CC=CC=2)(C2C=CC=CC=2)C2C=CC=CC=2)[P](C2C=CC=CC=2)(C2C=CC=CC=2)C2C=CC=CC=2)(C2C=CC=CC=2)C2C=CC=CC=2)=CC=1.COCCOC.O. The product is [C:4]([O:8][C:9]([N:10]1[CH2:23][CH2:22][CH2:21][CH:20]1[C:24]1[NH:25][C:26]([C:29]2[CH:34]=[CH:33][C:32]([C:32]3[CH:31]=[CH:30][C:29]([C:26]4[NH:25][C:24]([C:20]5([NH:19][C:17]([O:16][C:12]([CH3:14])([CH3:15])[CH3:13])=[O:18])[CH2:21][CH2:22][CH2:23]5)=[N:28][CH:27]=4)=[CH:34][CH:33]=3)=[CH:31][CH:30]=2)=[CH:27][N:28]=1)=[O:11])([CH3:7])([CH3:6])[CH3:5]. The reactants are B(O)O.[C:4]([O:8][C:9](=[O:11])[NH2:10])([CH3:7])([CH3:6])[CH3:5].[C:12]([O:16][C:17]([N:19]1[CH2:23][CH2:22][CH2:21][CH:20]1[C:24]1[NH:25][C:26]([C:29]2[CH:34]=[CH:33][C:32](Br)=[CH:31][CH:30]=2)=[CH:27][N:28]=1)=[O:18])([CH3:15])([CH3:14])[CH3:13].C([O-])([O-])=O.[K+].[K+]. The yield is 0.0900. (2) The reactants are [NH2:1][C:2]1[CH:18]=[CH:17][C:5]([CH2:6][NH:7][C:8](=[O:16])[C@@H:9]([NH:12][C:13](=[O:15])[CH3:14])[CH2:10][OH:11])=[CH:4][CH:3]=1.[Si]([N:23]=[N+:24]=[N-])(C)(C)C. No catalyst specified. The product is [N:1]([C:2]1[CH:3]=[CH:4][C:5]([CH2:6][NH:7][C:8](=[O:16])[C@@H:9]([NH:12][C:13](=[O:15])[CH3:14])[CH2:10][OH:11])=[CH:17][CH:18]=1)=[N+:23]=[N-:24]. The yield is 0.920. (3) The reactants are [C:1]([O:5][C:6](=[O:30])[CH2:7][O:8][C:9]1[CH:14]=[CH:13][C:12]([Cl:15])=[CH:11][C:10]=1[C:16]#[C:17][C:18]1[CH:23]=[CH:22][CH:21]=[C:20]([S:24](CCC)(=[O:26])=[O:25])[CH:19]=1)([CH3:4])([CH3:3])[CH3:2].[C:31](OC(=O)COC1C=CC(Cl)=CC=1C#C)(C)(C)C.[CH2:49]([N:51]([CH2:62][CH3:63])S(C1C=CC=C(Br)C=1)(=O)=O)[CH3:50]. The yield is 0.720. No catalyst specified. The product is [C:1]([O:5][C:6](=[O:30])[CH2:7][O:8][C:9]1[CH:14]=[CH:13][C:12]([Cl:15])=[CH:11][C:10]=1[C:16]#[C:17][C:18]1[CH:19]=[C:20]([S:24]([N:51]([CH2:62][CH3:63])[CH2:49][CH3:50])(=[O:26])=[O:25])[CH:21]=[CH:22][C:23]=1[CH3:31])([CH3:2])([CH3:4])[CH3:3].